From a dataset of Reaction yield outcomes from USPTO patents with 853,638 reactions. Predict the reaction yield, written as a fraction of the theoretical maximum amount of product (1.0 means a 100% yield; for example, 0.34 means a 34% yield). (1) The reactants are [CH3:1][CH:2]([O:4][C:5]([C:7]1[C:8]([N:13]2[CH2:18][CH2:17][N:16]([CH2:19][C:20]3[CH:28]=[CH:27][C:23]([C:24](O)=[O:25])=[CH:22][CH:21]=3)[CH2:15][CH2:14]2)=[N:9][CH:10]=[CH:11][CH:12]=1)=[O:6])[CH3:3].[CH2:29]([N:31](CC1C=CC(CC)=CC=1)[C@H:32]1CCN(C2C(C(OC(C)C)=O)=CC=CN=2)C1)C.[ClH:58].CNC.CCN=C=NCCCN(C)C.C1C=CC2N(O)N=NC=2C=1. No catalyst specified. The product is [ClH:58].[CH3:29][N:31]([CH3:32])[C:24]([C:23]1[CH:27]=[CH:28][C:20]([CH2:19][N:16]2[CH2:17][CH2:18][N:13]([C:8]3[C:7]([C:5]([O:4][CH:2]([CH3:3])[CH3:1])=[O:6])=[CH:12][CH:11]=[CH:10][N:9]=3)[CH2:14][CH2:15]2)=[CH:21][CH:22]=1)=[O:25]. The yield is 0.187. (2) The reactants are [CH2:1]([O:3][C:4]([N:6]1[C:15]2[C:10](=[CH:11][C:12]([C:16]([F:19])([F:18])[F:17])=[CH:13][CH:14]=2)[N:9]([CH2:20][C:21]2[CH:26]=[C:25]([C:27]([F:30])([F:29])[F:28])[CH:24]=[C:23]([C:31]([F:34])([F:33])[F:32])[CH:22]=2)[CH2:8][CH:7]1[CH2:35][CH3:36])=[O:5])[CH3:2].C1C[O:40][CH2:39][CH2:38]1.[Li]C(CC)C.C(Cl)(=O)C. The catalyst is CN(P(N(C)C)(N(C)C)=O)C. The product is [CH2:1]([O:3][C:4]([N:6]1[C:15]2[C:10](=[CH:11][C:12]([C:16]([F:17])([F:18])[F:19])=[CH:13][CH:14]=2)[N:9]([CH:20]([C:21]2[CH:26]=[C:25]([C:27]([F:28])([F:29])[F:30])[CH:24]=[C:23]([C:31]([F:34])([F:33])[F:32])[CH:22]=2)[C:39](=[O:40])[CH3:38])[CH2:8][CH:7]1[CH2:35][CH3:36])=[O:5])[CH3:2]. The yield is 0.0220. (3) The reactants are [Cl:1][C:2]1[N:7]=[C:6]([C:8]2[S:12][C:11]([C:13]([CH3:16])([CH3:15])[CH3:14])=[N:10][C:9]=2[C:17]2[CH:18]=[C:19]([NH:24]C(=O)OCC=C)[CH:20]=[CH:21][C:22]=2[F:23])[CH:5]=[CH:4][N:3]=1.CC(O)=O.C([SnH](CCCC)CCCC)CCC. The catalyst is C(Cl)Cl.Cl[Pd](Cl)([P](C1C=CC=CC=1)(C1C=CC=CC=1)C1C=CC=CC=1)[P](C1C=CC=CC=1)(C1C=CC=CC=1)C1C=CC=CC=1. The product is [Cl:1][C:2]1[N:7]=[C:6]([C:8]2[S:12][C:11]([C:13]([CH3:16])([CH3:15])[CH3:14])=[N:10][C:9]=2[C:17]2[CH:18]=[C:19]([CH:20]=[CH:21][C:22]=2[F:23])[NH2:24])[CH:5]=[CH:4][N:3]=1. The yield is 0.853. (4) The reactants are [N:1]1([C:16]([O:18][C:19]([CH3:22])([CH3:21])[CH3:20])=[O:17])[CH2:6][CH2:5][C:4]2([CH:15]=[CH:14][C:13]3[C:8](=[CH:9][CH:10]=[CH:11][CH:12]=3)[O:7]2)[CH2:3][CH2:2]1.N1C=CC=CC=1.[OH:29]O.Cl[O-].[Na+]. The catalyst is ClCCl.C[Re](=O)(=O)=O. The product is [N:1]1([C:16]([O:18][C:19]([CH3:22])([CH3:21])[CH3:20])=[O:17])[CH2:2][CH2:3][C:4]2([CH:15]3[O:29][CH:14]3[C:13]3[CH:12]=[CH:11][CH:10]=[CH:9][C:8]=3[O:7]2)[CH2:5][CH2:6]1. The yield is 0.990. (5) The reactants are O=[C:2]([C:12]1[CH:17]=[CH:16][CH:15]=[CH:14][CH:13]=1)[CH2:3][C:4]1[CH:5]=[C:6]([CH:9]=[CH:10][CH:11]=1)[C:7]#[N:8].[CH2:18]([O:20][C:21]1[CH:22]=[C:23]([CH:26]=[C:27]([N+:30]([O-:32])=[O:31])[C:28]=1[OH:29])[CH:24]=O)[CH3:19].[NH2:33][C:34]([NH2:36])=[O:35].Cl. The catalyst is C(O)C. The product is [CH2:18]([O:20][C:21]1[CH:22]=[C:23]([CH:24]2[C:3]([C:4]3[CH:5]=[C:6]([CH:9]=[CH:10][CH:11]=3)[C:7]#[N:8])=[C:2]([C:12]3[CH:17]=[CH:16][CH:15]=[CH:14][CH:13]=3)[NH:36][C:34](=[O:35])[NH:33]2)[CH:26]=[C:27]([N+:30]([O-:32])=[O:31])[C:28]=1[OH:29])[CH3:19]. The yield is 0.0250.